This data is from Peptide-MHC class I binding affinity with 185,985 pairs from IEDB/IMGT. The task is: Regression. Given a peptide amino acid sequence and an MHC pseudo amino acid sequence, predict their binding affinity value. This is MHC class I binding data. (1) The peptide sequence is LMMILPAALA. The MHC is HLA-A02:03 with pseudo-sequence HLA-A02:03. The binding affinity (normalized) is 0.575. (2) The peptide sequence is DEWECTRDD. The MHC is HLA-A24:03 with pseudo-sequence HLA-A24:03. The binding affinity (normalized) is 0.0847. (3) The peptide sequence is LLIFHINGK. The MHC is HLA-A68:01 with pseudo-sequence HLA-A68:01. The binding affinity (normalized) is 0.527. (4) The peptide sequence is LTDTEYRAR. The MHC is HLA-A03:01 with pseudo-sequence HLA-A03:01. The binding affinity (normalized) is 0. (5) The peptide sequence is YQAVVPLVY. The MHC is Patr-A0401 with pseudo-sequence Patr-A0401. The binding affinity (normalized) is 0. (6) The peptide sequence is QESLTTTSTA. The MHC is HLA-B44:03 with pseudo-sequence HLA-B44:03. The binding affinity (normalized) is 0.397. (7) The peptide sequence is SVFKGFSDK. The MHC is HLA-A11:01 with pseudo-sequence HLA-A11:01. The binding affinity (normalized) is 1.00.